From a dataset of Peptide-MHC class I binding affinity with 185,985 pairs from IEDB/IMGT. Regression. Given a peptide amino acid sequence and an MHC pseudo amino acid sequence, predict their binding affinity value. This is MHC class I binding data. (1) The peptide sequence is RQNAPFEPI. The MHC is HLA-B40:13 with pseudo-sequence HLA-B40:13. The binding affinity (normalized) is 0.631. (2) The peptide sequence is FPNEVGARI. The MHC is HLA-A03:01 with pseudo-sequence HLA-A03:01. The binding affinity (normalized) is 0.0847. (3) The peptide sequence is SMELPSFGV. The MHC is HLA-B07:02 with pseudo-sequence HLA-B07:02. The binding affinity (normalized) is 0.0847. (4) The peptide sequence is SSIKSKSRR. The binding affinity (normalized) is 0.254. The MHC is HLA-A33:01 with pseudo-sequence HLA-A33:01. (5) The peptide sequence is ASIENEETM. The MHC is H-2-Db with pseudo-sequence H-2-Db. The binding affinity (normalized) is 0.834. (6) The peptide sequence is SINNQLMYDI. The MHC is HLA-A02:01 with pseudo-sequence HLA-A02:01. The binding affinity (normalized) is 0.281. (7) The peptide sequence is WQGPSAAAY. The MHC is HLA-B07:02 with pseudo-sequence HLA-B07:02. The binding affinity (normalized) is 0.0847. (8) The peptide sequence is IRYLGVLLY. The MHC is HLA-A31:01 with pseudo-sequence HLA-A31:01. The binding affinity (normalized) is 0.0847. (9) The peptide sequence is CHATLTHRL. The MHC is HLA-B44:02 with pseudo-sequence HLA-B44:02. The binding affinity (normalized) is 0.0847. (10) The peptide sequence is YSYATHHDK. The MHC is HLA-A03:01 with pseudo-sequence HLA-A03:01. The binding affinity (normalized) is 0.741.